From a dataset of Peptide-MHC class II binding affinity with 134,281 pairs from IEDB. Regression. Given a peptide amino acid sequence and an MHC pseudo amino acid sequence, predict their binding affinity value. This is MHC class II binding data. (1) The peptide sequence is IRPGLLIGFGLRTLW. The MHC is DRB1_0404 with pseudo-sequence DRB1_0404. The binding affinity (normalized) is 0.350. (2) The peptide sequence is VQNTVEDLKLNTLGR. The MHC is HLA-DQA10101-DQB10501 with pseudo-sequence HLA-DQA10101-DQB10501. The binding affinity (normalized) is 0.150.